This data is from Full USPTO retrosynthesis dataset with 1.9M reactions from patents (1976-2016). The task is: Predict the reactants needed to synthesize the given product. (1) Given the product [Br:1][C:2]1[CH:7]=[N:6][C:5]([NH:8][C:9]2[CH:10]=[CH:11][C:12]([C:13]([OH:19])=[O:14])=[CH:15][CH:16]=2)=[N:4][CH:3]=1, predict the reactants needed to synthesize it. The reactants are: [Br:1][C:2]1[CH:3]=[N:4][C:5]([NH:8][C:9]2[CH:16]=[CH:15][C:12]([CH:13]=[O:14])=[CH:11][CH:10]=2)=[N:6][CH:7]=1.CC(C)=[O:19].OS(O)(=O)=O.O=[Cr](=O)=O.C(O)(C)C. (2) Given the product [CH2:2]([N:9]1[CH2:13][CH2:14][N:28]([CH:25]2[CH2:26][CH2:27][N:23]([C:16]([O:18][C:19]([CH3:22])([CH3:21])[CH3:20])=[O:17])[CH2:24]2)[CH2:11][CH2:10]1)[C:3]1[CH:8]=[CH:7][CH:6]=[CH:5][CH:4]=1, predict the reactants needed to synthesize it. The reactants are: Cl.[CH2:2]([N:9]([CH2:13][CH2:14]Cl)[CH2:10][CH2:11]Cl)[C:3]1[CH:8]=[CH:7][CH:6]=[CH:5][CH:4]=1.[C:16]([N:23]1[CH2:27][CH2:26][CH:25]([NH2:28])[CH2:24]1)([O:18][C:19]([CH3:22])([CH3:21])[CH3:20])=[O:17].C(=O)(O)[O-].[Na+]. (3) Given the product [C:39]([O:43][C:44]([N:46]1[CH2:51][CH2:50][N:49]([C:52]2[CH:57]=[CH:56][C:55]([C:58](=[O:73])[NH:59][C:60]3[C:61]([Cl:72])=[CH:62][C:63]([C:24]4[CH:23]=[CH:22][C:21]([C:19]5[N:20]=[C:16]([C@H:15]6[N:11]([C:9](=[O:10])[C@@H:5]([NH:4][C:3]([O:2][CH3:1])=[O:38])[CH:6]([CH3:7])[CH3:8])[CH2:12][Si:13]([CH3:37])([CH3:36])[CH2:14]6)[NH:17][CH:18]=5)=[CH:26][CH:25]=4)=[C:64]([O:66][C:67]([F:70])([F:69])[F:68])[CH:65]=3)=[CH:54][N:53]=2)[C@H:48]([CH3:74])[CH2:47]1)=[O:45])([CH3:42])([CH3:40])[CH3:41], predict the reactants needed to synthesize it. The reactants are: [CH3:1][O:2][C:3](=[O:38])[NH:4][C@H:5]([C:9]([N:11]1[C@H:15]([C:16]2[NH:17][CH:18]=[C:19]([C:21]3[CH:26]=[CH:25][C:24](B4OC(C)(C)C(C)(C)O4)=[CH:23][CH:22]=3)[N:20]=2)[CH2:14][Si:13]([CH3:37])([CH3:36])[CH2:12]1)=[O:10])[CH:6]([CH3:8])[CH3:7].[C:39]([O:43][C:44]([N:46]1[CH2:51][CH2:50][N:49]([C:52]2[CH:57]=[CH:56][C:55]([C:58](=[O:73])[NH:59][C:60]3[CH:65]=[C:64]([O:66][C:67]([F:70])([F:69])[F:68])[C:63](Br)=[CH:62][C:61]=3[Cl:72])=[CH:54][N:53]=2)[C@H:48]([CH3:74])[CH2:47]1)=[O:45])([CH3:42])([CH3:41])[CH3:40].O.C(=O)([O-])[O-].[K+].[K+]. (4) Given the product [C:14]12([NH:24][C:11]([C:2]3[CH:3]=[N:4][C:5]4[C:10](=[CH:9][CH:8]=[CH:7][CH:6]=4)[N:1]=3)=[O:12])[CH2:21][CH:20]3[CH2:19][CH:18]([CH2:17][CH:16]([CH2:22]3)[CH2:15]1)[CH2:23]2, predict the reactants needed to synthesize it. The reactants are: [N:1]1[C:10]2[C:5](=[CH:6][CH:7]=[CH:8][CH:9]=2)[N:4]=[CH:3][C:2]=1[C:11](Cl)=[O:12].[C:14]12([NH2:24])[CH2:23][CH:18]3[CH2:19][CH:20]([CH2:22][CH:16]([CH2:17]3)[CH2:15]1)[CH2:21]2.O.